Dataset: Forward reaction prediction with 1.9M reactions from USPTO patents (1976-2016). Task: Predict the product of the given reaction. (1) Given the reactants [Cl:1][C:2]1[CH:7]=[C:6]([Cl:8])[CH:5]=[CH:4][C:3]=1[C:9]1[N:14]2[CH:15]=[C:16]([C:18]([O:20][CH2:21][CH3:22])=[O:19])[N:17]=[C:13]2[N:12]=[C:11]([CH3:23])[C:10]=1[CH2:24]O.CS([Cl:30])(=O)=O.CCN(CC)CC, predict the reaction product. The product is: [Cl:30][CH2:24][C:10]1[C:11]([CH3:23])=[N:12][C:13]2[N:14]([CH:15]=[C:16]([C:18]([O:20][CH2:21][CH3:22])=[O:19])[N:17]=2)[C:9]=1[C:3]1[CH:4]=[CH:5][C:6]([Cl:8])=[CH:7][C:2]=1[Cl:1]. (2) Given the reactants C([Li])CCC.[NH2:6][C:7]1[CH:12]=[CH:11][CH:10]=[CH:9][CH:8]=1.C(O[C:16](=[O:33])[CH2:17][CH:18]1[CH2:23][CH2:22][C:21]([N:30]([CH3:32])[CH3:31])([C:24]2[CH:29]=[CH:28][CH:27]=[CH:26][CH:25]=2)[CH2:20][CH2:19]1)C.[Cl-].[NH4+], predict the reaction product. The product is: [CH3:32][N:30]([CH3:31])[C:21]1([C:24]2[CH:25]=[CH:26][CH:27]=[CH:28][CH:29]=2)[CH2:22][CH2:23][CH:18]([CH2:17][C:16]([NH:6][C:7]2[CH:12]=[CH:11][CH:10]=[CH:9][CH:8]=2)=[O:33])[CH2:19][CH2:20]1.